From a dataset of Forward reaction prediction with 1.9M reactions from USPTO patents (1976-2016). Predict the product of the given reaction. (1) Given the reactants [CH:1]([C:3]1[N:7]2[CH:8]=[C:9]([C:16]3[CH:20]=[CH:19][O:18][CH:17]=3)[CH:10]=[C:11]([C:12]([F:15])([F:14])[F:13])[C:6]2=[N:5][C:4]=1[C:21]([OH:23])=O)=[O:2].[NH:24]1[CH2:29][CH2:28][CH:27]([N:30]2[CH2:34][CH2:33][O:32][C:31]2=[O:35])[CH2:26][CH2:25]1.C(Cl)CCl.C1C=CC2N(O)N=NC=2C=1.CCN(CC)CC, predict the reaction product. The product is: [O:18]1[CH:19]=[CH:20][C:16]([C:9]2[CH:10]=[C:11]([C:12]([F:13])([F:15])[F:14])[C:6]3[N:7]([C:3]([CH:1]=[O:2])=[C:4]([C:21]([N:24]4[CH2:25][CH2:26][CH:27]([N:30]5[CH2:34][CH2:33][O:32][C:31]5=[O:35])[CH2:28][CH2:29]4)=[O:23])[N:5]=3)[CH:8]=2)=[CH:17]1. (2) The product is: [C:22]([CH2:23][CH2:25][O:15][C:14](=[O:16])[C@H:9]([CH2:10][CH2:11][CH2:12][CH3:13])[NH:8][C:6]([O:5][CH2:1][CH2:2][CH2:3][CH3:4])=[O:7])#[N:19]. Given the reactants [CH2:1]([O:5][C:6]([NH:8][C@H:9]([C:14]([OH:16])=[O:15])[CH2:10][CH2:11][CH2:12][CH3:13])=[O:7])[CH2:2][CH2:3][CH3:4].CC[N:19]([CH2:22][CH3:23])CC.Cl[CH2:25]C#N, predict the reaction product. (3) Given the reactants Cl.Cl[CH2:3][C:4]([NH:6][C:7]1[CH:12]=[C:11]([Cl:13])[CH:10]=[CH:9][C:8]=1/[CH:14]=[CH:15]/[C:16]([N:18]1[CH:23]2[CH2:24][CH2:25][CH:19]1[CH2:20][N:21]([CH2:26][C:27]1[CH:32]=[CH:31][C:30]([F:33])=[CH:29][CH:28]=1)[CH2:22]2)=[O:17])=[O:5].[CH3:34][NH:35][CH3:36], predict the reaction product. The product is: [Cl:13][C:11]1[CH:10]=[CH:9][C:8](/[CH:14]=[CH:15]/[C:16]([N:18]2[CH:23]3[CH2:24][CH2:25][CH:19]2[CH2:20][N:21]([CH2:26][C:27]2[CH:28]=[CH:29][C:30]([F:33])=[CH:31][CH:32]=2)[CH2:22]3)=[O:17])=[C:7]([NH:6][C:4](=[O:5])[CH2:3][N:35]([CH3:36])[CH3:34])[CH:12]=1. (4) Given the reactants [N+]([N:4]1[CH:12]=[C:11]2[C:6]([CH:7]=[CH:8][C:9]([N+:13]([O-:15])=[O:14])=[CH:10]2)=[N:5]1)([O-])=O.[NH:16]1[CH:20]=[CH:19][N:18]=[CH:17]1, predict the reaction product. The product is: [N:16]1([C:12]2[C:11]3[C:6](=[CH:7][CH:8]=[C:9]([N+:13]([O-:15])=[O:14])[CH:10]=3)[NH:5][N:4]=2)[CH:20]=[CH:19][N:18]=[CH:17]1. (5) Given the reactants [N:1]1([C@@H:7]2[CH2:10][C@H:9]([OH:11])[CH2:8]2)[CH2:6][CH2:5][CH2:4][CH2:3][CH2:2]1.[Br:12][C:13]1[CH:18]=[CH:17][C:16]([S:19](Cl)(=[O:21])=[O:20])=[CH:15][CH:14]=1.CN1C=CN=C1, predict the reaction product. The product is: [Br:12][C:13]1[CH:18]=[CH:17][C:16]([S:19]([O:11][C@H:9]2[CH2:8][C@@H:7]([N:1]3[CH2:6][CH2:5][CH2:4][CH2:3][CH2:2]3)[CH2:10]2)(=[O:21])=[O:20])=[CH:15][CH:14]=1.